Task: Binary Classification. Given a miRNA mature sequence and a target amino acid sequence, predict their likelihood of interaction.. Dataset: Experimentally validated miRNA-target interactions with 360,000+ pairs, plus equal number of negative samples (1) The miRNA is rno-miR-92a-3p with sequence UAUUGCACUUGUCCCGGCCUG. The protein sequence of the target gene is MVDAAGFESVAQCPRELHQMMAAAADGLGSIALDTTQLNMSVTDPTAWATAMNNLGMVPVGLPGQQLVSDSICVPGFDPGLNMMTGITPINPMIPGLGLVPPPPPTEVAVVKEIIHCKSCTLFPQNPNLPPPSTRERPPGCKTVFVGGLPENATEEIIQEVFEQCGDITAIRKSKKNFCHIRFAEEFMVDKAIYLSGYRMRLGSSTDKKDSGRLHVDFAQARDDFYEWECKQRMRAREERHRRKLEEDRLRPPSPPAIMHYSEHEAALLADKLKDDSKFSEAITVLLSWIERGEVNRRSA.... Result: 0 (no interaction). (2) The miRNA is hsa-miR-335-5p with sequence UCAAGAGCAAUAACGAAAAAUGU. The protein sequence of the target gene is MDCYTANWNPLGDSAFYRKYELYSMDWDLKEELRDCLVAAAPYGGPIALLRNPWRKEKAASVRPVLDIYSASGMPLASLLWKSGPVVSLGWSAEEELLCVQEDGAVLVYGLHGDFRRHFSMGNEVLQNRVLDARIFHTEFGSGVAILTGAHRFTLSANVGDLKLRRMPEVPGLQSAPSCWTVLCQDRVAHILLAVGPDLYLLDHAACSAVTPPGLAPGVSSFLQMAVSFTYRHLALFTDTGYIWMGTASLKEKLCEFNCNIRAPPKQMVWCSRPRSKERAVVVAWERRLMVVGDAPESIQ.... Result: 1 (interaction). (3) The miRNA is mmu-miR-654-5p with sequence UGGUAAGCUGCAGAACAUGUGU. The protein sequence of the target gene is MAGDSEQTLQNHQQPNGGEPFLIGVSGGTASGKSSVCAKIVQLLGQNEVDYHQKQVVILSQDSFYRVLTSEQKAKALKGQFNFDHPDAFDNELIFKTLKEITEGKTVQIPVYDFVSHSRKEETVTIYPADVVLFEGILAFYSQEVRDLFQMKLFVDTDADTRLSRRVLRDISERGRDLEQILSQYITFVKPAFEEFCLPTKKYADVIIPRGADNLVAINLIVQHIQDILNGGLSKRQTNGYLNGYTPSRKRQASESSSRPH. Result: 0 (no interaction).